Binary Classification. Given a drug SMILES string, predict its activity (active/inactive) in a high-throughput screening assay against a specified biological target. From a dataset of Serine/threonine kinase 33 screen with 319,792 compounds. The drug is S(c1nc(N)c(CNc2c(ccc([N+]([O-])=O)c2)C)cn1)C. The result is 0 (inactive).